Dataset: Peptide-MHC class II binding affinity with 134,281 pairs from IEDB. Task: Regression. Given a peptide amino acid sequence and an MHC pseudo amino acid sequence, predict their binding affinity value. This is MHC class II binding data. (1) The peptide sequence is AAFSKLPASTIDELK. The MHC is HLA-DQA10102-DQB10602 with pseudo-sequence HLA-DQA10102-DQB10602. The binding affinity (normalized) is 0.325. (2) The peptide sequence is EHLSSLRNLCELLGV. The MHC is DRB1_1302 with pseudo-sequence DRB1_1302. The binding affinity (normalized) is 0.148. (3) The peptide sequence is IVQINGRHFDLRAQG. The MHC is DRB1_1001 with pseudo-sequence DRB1_1001. The binding affinity (normalized) is 0.364. (4) The peptide sequence is GAATVAAGAATTAAG. The MHC is HLA-DPA10201-DPB10501 with pseudo-sequence HLA-DPA10201-DPB10501. The binding affinity (normalized) is 0.234. (5) The peptide sequence is CGMFTNRSGSQQ. The MHC is HLA-DPA10201-DPB11401 with pseudo-sequence HLA-DPA10201-DPB11401. The binding affinity (normalized) is 0. (6) The peptide sequence is KAFAEGLSGEPKGGA. The MHC is HLA-DPA10301-DPB10402 with pseudo-sequence HLA-DPA10301-DPB10402. The binding affinity (normalized) is 0.0851. (7) The peptide sequence is EKEYFAATQFEPLAA. The MHC is HLA-DPA10103-DPB10601 with pseudo-sequence HLA-DPA10103-DPB10601. The binding affinity (normalized) is 0.937. (8) The peptide sequence is RIPVDVSEGDIVIYS. The MHC is DRB4_0101 with pseudo-sequence DRB4_0103. The binding affinity (normalized) is 0. (9) The peptide sequence is TDKMFFVKNPTDTGH. The MHC is DRB1_0901 with pseudo-sequence DRB1_0901. The binding affinity (normalized) is 0.119.